Dataset: NCI-60 drug combinations with 297,098 pairs across 59 cell lines. Task: Regression. Given two drug SMILES strings and cell line genomic features, predict the synergy score measuring deviation from expected non-interaction effect. (1) Drug 1: C1=C(C(=O)NC(=O)N1)N(CCCl)CCCl. Drug 2: C1CN(P(=O)(OC1)NCCCl)CCCl. Cell line: UACC-257. Synergy scores: CSS=-2.29, Synergy_ZIP=-2.46, Synergy_Bliss=-5.67, Synergy_Loewe=-16.3, Synergy_HSA=-6.85. (2) Drug 1: C1CC(=O)NC(=O)C1N2CC3=C(C2=O)C=CC=C3N. Drug 2: CC1C(C(CC(O1)OC2CC(CC3=C2C(=C4C(=C3O)C(=O)C5=C(C4=O)C(=CC=C5)OC)O)(C(=O)CO)O)N)O.Cl. Cell line: TK-10. Synergy scores: CSS=40.4, Synergy_ZIP=1.68, Synergy_Bliss=0.472, Synergy_Loewe=-14.3, Synergy_HSA=0.535. (3) Drug 1: COC1=CC(=CC(=C1O)OC)C2C3C(COC3=O)C(C4=CC5=C(C=C24)OCO5)OC6C(C(C7C(O6)COC(O7)C8=CC=CS8)O)O. Drug 2: C1=C(C(=O)NC(=O)N1)N(CCCl)CCCl. Cell line: U251. Synergy scores: CSS=52.6, Synergy_ZIP=-1.50, Synergy_Bliss=-2.20, Synergy_Loewe=-7.73, Synergy_HSA=2.87. (4) Drug 1: C1=C(C(=O)NC(=O)N1)N(CCCl)CCCl. Drug 2: C1CCC(C(C1)N)N.C(=O)(C(=O)[O-])[O-].[Pt+4]. Cell line: NCI-H226. Synergy scores: CSS=5.56, Synergy_ZIP=-7.22, Synergy_Bliss=-13.1, Synergy_Loewe=-12.5, Synergy_HSA=-11.4. (5) Drug 2: C1CN(P(=O)(OC1)NCCCl)CCCl. Drug 1: CC1C(C(CC(O1)OC2CC(OC(C2O)C)OC3=CC4=CC5=C(C(=O)C(C(C5)C(C(=O)C(C(C)O)O)OC)OC6CC(C(C(O6)C)O)OC7CC(C(C(O7)C)O)OC8CC(C(C(O8)C)O)(C)O)C(=C4C(=C3C)O)O)O)O. Synergy scores: CSS=13.5, Synergy_ZIP=0.876, Synergy_Bliss=0.561, Synergy_Loewe=-54.7, Synergy_HSA=0.0919. Cell line: SW-620.